From a dataset of Full USPTO retrosynthesis dataset with 1.9M reactions from patents (1976-2016). Predict the reactants needed to synthesize the given product. (1) Given the product [CH3:1][C:2]1[CH:9]=[CH:8][C:5]([CH2:6][NH:7][C:24]([C:22]2[N:21]=[N:20][N:19]([CH2:18][CH2:17][NH:16][C:14](=[O:15])[C:13]3[CH:27]=[CH:28][C:29]([O:33][CH3:34])=[C:30]([O:31][CH3:32])[C:12]=3[O:11][CH3:10])[CH:23]=2)=[O:25])=[CH:4][CH:3]=1, predict the reactants needed to synthesize it. The reactants are: [CH3:1][C:2]1[CH:9]=[CH:8][C:5]([CH2:6][NH2:7])=[CH:4][CH:3]=1.[CH3:10][O:11][C:12]1[C:30]([O:31][CH3:32])=[C:29]([O:33][CH3:34])[CH:28]=[CH:27][C:13]=1[C:14]([NH:16][CH2:17][CH2:18][N:19]1[CH:23]=[C:22]([C:24](O)=[O:25])[N:21]=[N:20]1)=[O:15]. (2) Given the product [C:17]1([CH2:16][CH2:15][CH2:14][C@H:10]2[CH2:9][NH:8][CH2:13][CH2:12][NH:11]2)[CH:22]=[CH:21][CH:20]=[CH:19][CH:18]=1, predict the reactants needed to synthesize it. The reactants are: C([N:8]1[CH2:13][CH2:12][NH:11][C@@H:10]([CH2:14][CH:15]=[CH:16][C:17]2[CH:22]=[CH:21][CH:20]=[CH:19][CH:18]=2)[CH2:9]1)C1C=CC=CC=1.C(O)=O.N.[H][H]. (3) Given the product [Cl:1][C:2]1[CH:3]=[C:4]([CH:11]([CH2:23][O:24][CH3:25])[C:12]([NH:14][C:15]([CH3:22])([CH3:21])[C:16]#[C:17][CH2:18][O:19][CH3:20])=[O:13])[CH:5]=[C:6]([Cl:8])[CH:7]=1, predict the reactants needed to synthesize it. The reactants are: [Cl:1][C:2]1[CH:3]=[C:4](O)[CH:5]=[C:6]([Cl:8])[CH:7]=1.Br[CH:11]([CH2:23][O:24][CH3:25])[C:12]([NH:14][C:15]([CH3:22])([CH3:21])[C:16]#[C:17][CH2:18][O:19][CH3:20])=[O:13].C(=O)([O-])[O-].[K+].[K+].C(OCC)(=O)C. (4) Given the product [C:1]1([S:7]([N:10]2[C:14]3[N:15]=[CH:16][N:17]=[C:18]([N:19]4[CH2:24][CH2:23][N:22]([C:54]([NH:53][C@H:51]([C:47]5[CH:48]=[CH:49][CH:50]=[C:45]([O:44][CH:43]([F:42])[F:66])[CH:46]=5)[CH3:52])=[O:55])[C:21]([CH3:26])([CH3:25])[CH2:20]4)[C:13]=3[CH:12]=[C:11]2[C:27]2[CH:32]=[CH:31][N:30]=[C:29]([O:33][CH3:34])[CH:28]=2)(=[O:9])=[O:8])[CH:2]=[CH:3][CH:4]=[CH:5][CH:6]=1, predict the reactants needed to synthesize it. The reactants are: [C:1]1([S:7]([N:10]2[C:14]3[N:15]=[CH:16][N:17]=[C:18]([N:19]4[CH2:24][CH2:23][NH:22][C:21]([CH3:26])([CH3:25])[CH2:20]4)[C:13]=3[CH:12]=[C:11]2[C:27]2[CH:32]=[CH:31][N:30]=[C:29]([O:33][CH3:34])[CH:28]=2)(=[O:9])=[O:8])[CH:6]=[CH:5][CH:4]=[CH:3][CH:2]=1.C(N(CC)CC)C.[F:42][CH:43]([F:66])[O:44][C:45]1[CH:46]=[C:47]([C@@H:51]([NH:53][C:54](=O)[O:55]C2C=CC([N+]([O-])=O)=CC=2)[CH3:52])[CH:48]=[CH:49][CH:50]=1.